From a dataset of Full USPTO retrosynthesis dataset with 1.9M reactions from patents (1976-2016). Predict the reactants needed to synthesize the given product. (1) Given the product [CH3:11][C:1]1[CH:6]=[CH:5][C:4]([N+:17]([O-:19])=[O:18])=[CH:3][C:2]=1[CH2:7][C:8]([OH:10])=[O:9], predict the reactants needed to synthesize it. The reactants are: [C:1]1([CH3:11])[CH:6]=[CH:5][CH:4]=[CH:3][C:2]=1[CH2:7][C:8]([OH:10])=[O:9].S(=O)(=O)(O)O.[N+:17]([O-])([OH:19])=[O:18]. (2) Given the product [CH2:1]([O:3][C:4]1[CH:9]=[C:8]([O:10][CH2:11][C:12]2[CH:17]=[CH:16][C:15]([O:18][CH3:19])=[CH:14][CH:13]=2)[N:7]=[CH:6][C:5]=1[C:20]1[CH:25]=[CH:24][C:23]([CH2:26][C:27]([NH:40][C:39]2[CH:41]=[C:42]([C:44]([F:45])([F:46])[F:47])[CH:43]=[C:37]([C:35]3[O:36][C:32]([CH3:31])=[N:33][N:34]=3)[CH:38]=2)=[O:28])=[C:22]([F:30])[CH:21]=1)[CH3:2], predict the reactants needed to synthesize it. The reactants are: [CH2:1]([O:3][C:4]1[CH:9]=[C:8]([O:10][CH2:11][C:12]2[CH:17]=[CH:16][C:15]([O:18][CH3:19])=[CH:14][CH:13]=2)[N:7]=[CH:6][C:5]=1[C:20]1[CH:25]=[CH:24][C:23]([CH2:26][C:27](O)=[O:28])=[C:22]([F:30])[CH:21]=1)[CH3:2].[CH3:31][C:32]1[O:36][C:35]([C:37]2[CH:38]=[C:39]([CH:41]=[C:42]([C:44]([F:47])([F:46])[F:45])[CH:43]=2)[NH2:40])=[N:34][N:33]=1.CCN(CC)CC.CN(C(ON1N=NC2C=CC=NC1=2)=[N+](C)C)C.F[P-](F)(F)(F)(F)F.